This data is from Full USPTO retrosynthesis dataset with 1.9M reactions from patents (1976-2016). The task is: Predict the reactants needed to synthesize the given product. (1) Given the product [CH2:1]([N:8]1[CH2:13][CH:12]2[CH2:14][CH2:15][CH:9]1[CH:10]([OH:16])[CH2:11]2)[C:2]1[CH:3]=[CH:4][CH:5]=[CH:6][CH:7]=1.[O:16]=[C:10]1[CH:9]2[CH2:15][CH2:14][CH:12]([CH2:13][N:18]2[C:17]([O:19][C:20]([CH3:23])([CH3:22])[CH3:21])=[O:24])[CH2:11]1, predict the reactants needed to synthesize it. The reactants are: [CH2:1]([N:8]1[CH2:13][CH:12]2[CH2:14][CH2:15][CH:9]1[CH:10]([OH:16])[CH2:11]2)[C:2]1[CH:7]=[CH:6][CH:5]=[CH:4][CH:3]=1.[C:17](=[O:24])([O:19][C:20]([CH3:23])([CH3:22])[CH3:21])[NH2:18]. (2) Given the product [N:21]1([C:17]2[C:18]3[CH2:19][CH2:20][NH:11][CH2:12][C:13]=3[N:14]=[CH:15][N:16]=2)[CH:25]=[CH:24][CH:23]=[N:22]1, predict the reactants needed to synthesize it. The reactants are: ClC1C(Cl)=CC=CC=1C([N:11]1[CH2:20][CH2:19][C:18]2[C:17]([N:21]3[CH:25]=[CH:24][CH:23]=[N:22]3)=[N:16][CH:15]=[N:14][C:13]=2[CH2:12]1)=O.C(O)(C(F)(F)F)=O. (3) Given the product [NH2:1][C:2]1[C:11]2[CH:10]=[CH:9][CH:8]=[C:7]([C:28]3[C:23]([O:22][CH3:21])=[N:24][CH:25]=[CH:26][CH:27]=3)[C:6]=2[N:5]=[C:4]2[CH2:13][N:14]([CH:17]3[CH2:20][CH2:19][CH2:18]3)[C:15](=[O:16])[C:3]=12, predict the reactants needed to synthesize it. The reactants are: [NH2:1][C:2]1[C:11]2[CH:10]=[CH:9][CH:8]=[C:7](Br)[C:6]=2[N:5]=[C:4]2[CH2:13][N:14]([CH:17]3[CH2:20][CH2:19][CH2:18]3)[C:15](=[O:16])[C:3]=12.[CH3:21][O:22][C:23]1[C:28](B(O)O)=[CH:27][CH:26]=[CH:25][N:24]=1. (4) Given the product [ClH:20].[CH3:15][O:14][CH:11]1[CH2:12][CH2:13][NH:8][CH2:9][CH:10]1[C:16]([F:19])([F:17])[F:18], predict the reactants needed to synthesize it. The reactants are: C(OC([N:8]1[CH2:13][CH2:12][CH:11]([O:14][CH3:15])[CH:10]([C:16]([F:19])([F:18])[F:17])[CH2:9]1)=O)(C)(C)C.[ClH:20]. (5) Given the product [CH:30]([N:29]([CH2:35][CH2:36][CH2:37][NH:38][C:39](=[O:45])[O:40][C:41]([CH3:44])([CH3:43])[CH3:42])[C:7]1[CH:6]=[N:5][N:4]([CH2:3][CH2:2][OH:1])[C:8]=1[NH:9][C:10]([C:17]1[CH:18]=[CH:19][CH:20]=[CH:21][CH:22]=1)([C:11]1[CH:12]=[CH:13][CH:14]=[CH:15][CH:16]=1)[C:23]1[CH:28]=[CH:27][CH:26]=[CH:25][CH:24]=1)=[O:31], predict the reactants needed to synthesize it. The reactants are: [OH:1][CH2:2][CH2:3][N:4]1[C:8]([NH:9][C:10]([C:23]2[CH:28]=[CH:27][CH:26]=[CH:25][CH:24]=2)([C:17]2[CH:22]=[CH:21][CH:20]=[CH:19][CH:18]=2)[C:11]2[CH:16]=[CH:15][CH:14]=[CH:13][CH:12]=2)=[C:7]([NH:29][CH:30]=[O:31])[CH:6]=[N:5]1.[H-].[Na+].Br[CH2:35][CH2:36][CH2:37][NH:38][C:39](=[O:45])[O:40][C:41]([CH3:44])([CH3:43])[CH3:42].[I-].[Na+].S([O-])(O)(=O)=O.[K+]. (6) Given the product [CH2:3]([O:5][C:6]([C@@:8]12[CH2:26][C@H:25]1[CH:24]=[CH:23][CH2:22][CH2:21][CH2:20][CH2:19][CH2:18][C@H:17]([NH:27][C:55]([O:57][CH:58]1[CH2:62][CH2:61][CH2:60][CH2:59]1)=[O:56])[C:16](=[O:28])[N:15]1[C@@H:11]([CH2:12][C@@H:13]([O:29][C:30]3[C:39]4[C:34](=[CH:35][C:36]([O:40][CH3:41])=[CH:37][CH:38]=4)[N:33]=[C:32]([C:42]([O:44][CH3:45])=[O:43])[CH:31]=3)[CH2:14]1)[C:10](=[O:46])[NH:9]2)=[O:7])[CH3:4], predict the reactants needed to synthesize it. The reactants are: Cl.Cl.[CH2:3]([O:5][C:6]([C@@:8]12[CH2:26][C@H:25]1[CH:24]=[CH:23][CH2:22][CH2:21][CH2:20][CH2:19][CH2:18][C@H:17]([NH2:27])[C:16](=[O:28])[N:15]1[C@@H:11]([CH2:12][C@@H:13]([O:29][C:30]3[C:39]4[C:34](=[CH:35][C:36]([O:40][CH3:41])=[CH:37][CH:38]=4)[N:33]=[C:32]([C:42]([O:44][CH3:45])=[O:43])[CH:31]=3)[CH2:14]1)[C:10](=[O:46])[NH:9]2)=[O:7])[CH3:4].CCN(CC)CC.Cl[C:55]([O:57][CH:58]1[CH2:62][CH2:61][CH2:60][CH2:59]1)=[O:56]. (7) Given the product [CH2:1]([O:8][C:9]1[C:10](/[CH:11]=[CH:32]\[N+:29]([O-:31])=[O:30])=[CH:13][CH:14]=[CH:15][C:16]=1[N:17]([CH3:19])[CH3:18])[C:2]1[CH:7]=[CH:6][CH:5]=[CH:4][CH:3]=1, predict the reactants needed to synthesize it. The reactants are: [CH2:1]([O:8][C:9]1[C:16]([N:17]([CH3:19])[CH3:18])=[CH:15][CH:14]=[CH:13][C:10]=1[CH:11]=O)[C:2]1[CH:7]=[CH:6][CH:5]=[CH:4][CH:3]=1.C(O)(=O)C.CC(O)=O.N.[N+:29]([CH3:32])([O-:31])=[O:30]. (8) Given the product [Cl:23][C:22]1[C:17]2[N:18]([CH:8]=[CH:9][N:16]=2)[CH:19]=[CH:20][N:21]=1, predict the reactants needed to synthesize it. The reactants are: C(OC(O[CH2:8][CH3:9])CBr)C.Br.C(=O)([O-])O.[Na+].[NH2:16][C:17]1[C:22]([Cl:23])=[N:21][CH:20]=[CH:19][N:18]=1.